This data is from Reaction yield outcomes from USPTO patents with 853,638 reactions. The task is: Predict the reaction yield, written as a fraction of the theoretical maximum amount of product (1.0 means a 100% yield; for example, 0.34 means a 34% yield). (1) The reactants are C(O)(=O)C.C(O)(=O)C.[NH2:9][C:10]1[N:15]=[CH:14][N:13]=[C:12]2[N:16]([CH:40]3[CH2:45][CH2:44][N:43]([CH2:46][C:47]4[N:48]=[CH:49][NH:50][CH:51]=4)[CH2:42][CH2:41]3)[N:17]=[C:18]([C:19]3[CH:24]=[CH:23][C:22]([NH:25][C:26]([C:28]4[N:29]([CH3:37])[C:30]5[C:35]([CH:36]=4)=[CH:34][CH:33]=[CH:32][CH:31]=5)=[O:27])=[C:21]([O:38][CH3:39])[CH:20]=3)[C:11]=12.[C:52]([OH:59])(=[O:58])/[CH:53]=[CH:54]\[C:55]([OH:57])=[O:56]. The catalyst is C(OCC)(=O)C.C(O)C. The product is [C:52]([OH:59])(=[O:58])/[CH:53]=[CH:54]\[C:55]([OH:57])=[O:56].[C:52]([OH:59])(=[O:58])/[CH:53]=[CH:54]\[C:55]([OH:57])=[O:56].[NH2:9][C:10]1[N:15]=[CH:14][N:13]=[C:12]2[N:16]([CH:40]3[CH2:45][CH2:44][N:43]([CH2:46][C:47]4[N:48]=[CH:49][NH:50][CH:51]=4)[CH2:42][CH2:41]3)[N:17]=[C:18]([C:19]3[CH:24]=[CH:23][C:22]([NH:25][C:26]([C:28]4[N:29]([CH3:37])[C:30]5[C:35]([CH:36]=4)=[CH:34][CH:33]=[CH:32][CH:31]=5)=[O:27])=[C:21]([O:38][CH3:39])[CH:20]=3)[C:11]=12. The yield is 0.760. (2) The reactants are [Br:1][C:2]1[CH:3]=[C:4]2[C:11]3([C:15](=[O:16])[N:14]([CH3:17])[C:13](SC)=[N:12]3)[CH2:10][CH:9]([C:20]3[CH:25]=[CH:24][CH:23]=[C:22]([Cl:26])[CH:21]=3)[O:8][C:5]2=[CH:6][CH:7]=1.[NH4+:27].[I-].N.CCO. No catalyst specified. The product is [NH2:27][C:13]1[N:14]([CH3:17])[C:15](=[O:16])[C:11]2([C:4]3[C:5](=[CH:6][CH:7]=[C:2]([Br:1])[CH:3]=3)[O:8][CH:9]([C:20]3[CH:25]=[CH:24][CH:23]=[C:22]([Cl:26])[CH:21]=3)[CH2:10]2)[N:12]=1. The yield is 0.460. (3) The reactants are [N:1]12[CH2:8][CH2:7][C:4]([C:9]([C:17]3[CH:22]=[CH:21][CH:20]=[CH:19][CH:18]=3)([C:11]3[CH:16]=[CH:15][CH:14]=[CH:13][CH:12]=3)[OH:10])([CH2:5][CH2:6]1)[CH2:3][CH2:2]2.[Br:23][CH2:24][CH2:25][CH2:26][CH:27]=[CH2:28]. The yield is 0.886. The catalyst is CC#N. The product is [Br-:23].[OH:10][C:9]([C:17]1[CH:22]=[CH:21][CH:20]=[CH:19][CH:18]=1)([C:11]1[CH:12]=[CH:13][CH:14]=[CH:15][CH:16]=1)[C:4]12[CH2:5][CH2:6][N+:1]([CH2:28][CH2:27][CH2:26][CH:25]=[CH2:24])([CH2:2][CH2:3]1)[CH2:8][CH2:7]2. (4) The reactants are Cl.[CH2:2]([C:4]1[S:24][C:7]2[N:8]=[C:9]([S:18][CH2:19][C:20]([O:22][CH3:23])=[O:21])[N:10]=[C:11]([N:12]3[CH2:17][CH2:16][NH:15][CH2:14][CH2:13]3)[C:6]=2[CH:5]=1)[CH3:3].C(N(C(C)C)CC)(C)C.[F:34][C:35]([F:45])([F:44])[C:36]1[CH:37]=[C:38]([CH:41]=[CH:42][CH:43]=1)[CH2:39]Cl.CN(C=[O:50])C. No catalyst specified. The product is [CH2:2]([C:4]1[S:24][C:7]2[N:8]=[C:9]([S:18][CH2:19][C:20]([O:22][CH3:23])=[O:21])[N:10]=[C:11]([N:12]3[CH2:17][CH2:16][N:15]([C:39](=[O:50])[C:38]4[CH:41]=[CH:42][CH:43]=[C:36]([C:35]([F:45])([F:44])[F:34])[CH:37]=4)[CH2:14][CH2:13]3)[C:6]=2[CH:5]=1)[CH3:3]. The yield is 0.690. (5) The reactants are C([O:3][C:4](=[O:17])[CH2:5][CH2:6][CH2:7][O:8][C:9]1[CH:14]=[CH:13][C:12]([CH:15]=[O:16])=[CH:11][CH:10]=1)C.[OH-].[Na+]. The catalyst is CO. The product is [CH:15]([C:12]1[CH:13]=[CH:14][C:9]([O:8][CH2:7][CH2:6][CH2:5][C:4]([OH:17])=[O:3])=[CH:10][CH:11]=1)=[O:16]. The yield is 0.910.